This data is from Reaction yield outcomes from USPTO patents with 853,638 reactions. The task is: Predict the reaction yield, written as a fraction of the theoretical maximum amount of product (1.0 means a 100% yield; for example, 0.34 means a 34% yield). (1) The product is [F:27][C:28]1[CH:33]=[CH:32][C:31]([N:3]2[C:4](=[O:26])[C:5]([CH2:11][C:12]3[CH:17]=[CH:16][C:15]([C:18]4[C:19]([C:24]#[N:25])=[CH:20][CH:21]=[CH:22][CH:23]=4)=[CH:14][CH:13]=3)=[C:6]([CH2:8][CH2:9][CH3:10])[N:7]=[C:2]2[CH3:1])=[CH:30][CH:29]=1. The catalyst is C(OCC)(=O)C.C([O-])(=O)C.[Cu+2].C([O-])(=O)C.ClCCl. The yield is 0.370. The reactants are [CH3:1][C:2]1[NH:3][C:4](=[O:26])[C:5]([CH2:11][C:12]2[CH:17]=[CH:16][C:15]([C:18]3[C:19]([C:24]#[N:25])=[CH:20][CH:21]=[CH:22][CH:23]=3)=[CH:14][CH:13]=2)=[C:6]([CH2:8][CH2:9][CH3:10])[N:7]=1.[F:27][C:28]1[CH:33]=[CH:32][C:31](B(O)O)=[CH:30][CH:29]=1.N1C=CC=CC=1.C(N(CC)CC)C. (2) The yield is 0.760. The reactants are [C:1]([O:4][CH2:5][C:6]1[C:11]([N:12]2[CH2:23][CH2:22][C:21]3[C:20]4[CH2:19][C:18]([CH3:25])([CH3:24])[CH2:17][C:16]=4[S:15][C:14]=3[C:13]2=[O:26])=[CH:10][C:9]([F:27])=[CH:8][C:7]=1Br)(=[O:3])[CH3:2].[CH3:29][C:30]1([CH3:46])[C:34]([CH3:36])([CH3:35])[O:33][B:32]([B:32]2[O:33][C:34]([CH3:36])([CH3:35])[C:30]([CH3:46])([CH3:29])[O:31]2)[O:31]1.CC(O[K])=O. The product is [C:1]([O:4][CH2:5][C:6]1[C:7]([B:32]2[O:33][C:34]([CH3:36])([CH3:35])[C:30]([CH3:46])([CH3:29])[O:31]2)=[CH:8][C:9]([F:27])=[CH:10][C:11]=1[N:12]1[CH2:23][CH2:22][C:21]2[C:20]3[CH2:19][C:18]([CH3:25])([CH3:24])[CH2:17][C:16]=3[S:15][C:14]=2[C:13]1=[O:26])(=[O:3])[CH3:2]. The catalyst is O1CCOCC1.C1C=CC(P(C2C=CC=CC=2)[C-]2C=CC=C2)=CC=1.C1C=CC(P(C2C=CC=CC=2)[C-]2C=CC=C2)=CC=1.Cl[Pd]Cl.[Fe+2]. (3) The reactants are C(OC([N:8]1[CH2:13][CH2:12][NH:11][C@@H:10]([CH3:14])[CH2:9]1)=O)(C)(C)C.N1C=CC=CC=1.[CH3:21][S:22](Cl)(=[O:24])=[O:23]. The catalyst is C(Cl)Cl. The product is [CH3:21][S:22]([N:11]1[CH2:12][CH2:13][NH:8][CH2:9][C@@H:10]1[CH3:14])(=[O:24])=[O:23]. The yield is 0.390. (4) The reactants are [CH3:1][O:2][C:3]([C:5]1([NH:11][C:12]([C:14]2[CH:19]=[CH:18][C:17]([CH2:20]Cl)=[CH:16][CH:15]=2)=[O:13])[CH2:10][CH2:9][CH2:8][CH2:7][CH2:6]1)=[O:4].[NH:22]1[CH2:27][CH2:26][O:25][CH2:24][CH2:23]1. No catalyst specified. The product is [CH3:1][O:2][C:3]([C:5]1([NH:11][C:12]([C:14]2[CH:19]=[CH:18][C:17]([CH2:20][N:22]3[CH2:27][CH2:26][O:25][CH2:24][CH2:23]3)=[CH:16][CH:15]=2)=[O:13])[CH2:10][CH2:9][CH2:8][CH2:7][CH2:6]1)=[O:4]. The yield is 0.830. (5) The reactants are [NH2:1][C:2]1[S:3][C:4]2[CH:15]=[CH:14][CH:13]=[CH:12][C:5]=2[C:6]=1[C:7]([O:9]CC)=[O:8].[OH-].[Na+]. The catalyst is C(O)C.O1CCCC1. The product is [NH2:1][C:2]1[S:3][C:4]2[CH:15]=[CH:14][CH:13]=[CH:12][C:5]=2[C:6]=1[C:7]([OH:9])=[O:8]. The yield is 0.810. (6) The reactants are [NH2:1][C:2]1[CH:7]=[CH:6][CH:5]=[CH:4][C:3]=1/[CH:8]=[CH:9]/[C:10]([O:12][C:13]([CH3:16])([CH3:15])[CH3:14])=[O:11].C(=O)([O-])[O-].[K+].[K+].[I-].[K+].Cl[CH2:26][C:27]1[NH:31][C:30]2[CH:32]=[C:33]([CH2:36][CH2:37][C:38]([O:40][CH3:41])=[O:39])[CH:34]=[CH:35][C:29]=2[N:28]=1. The catalyst is CC#N. The product is [CH3:41][O:40][C:38](=[O:39])[CH2:37][CH2:36][C:33]1[CH:34]=[CH:35][C:29]2[N:28]=[C:27]([CH2:26][NH:1][C:2]3[CH:7]=[CH:6][CH:5]=[CH:4][C:3]=3/[CH:8]=[CH:9]/[C:10]([O:12][C:13]([CH3:16])([CH3:15])[CH3:14])=[O:11])[NH:31][C:30]=2[CH:32]=1. The yield is 0.310. (7) The reactants are [F:1][C:2]1[CH:7]=[C:6]([S:8][CH3:9])[CH:5]=[CH:4][C:3]=1[NH:10][C:11]1[C:12]([C:19]([NH:21][O:22][CH2:23][CH2:24][O:25]C=C)=[O:20])=[N:13][N:14]([CH3:18])[C:15](=[O:17])[CH:16]=1.Cl. The catalyst is CCO.C1COCC1.CCOC(C)=O. The product is [F:1][C:2]1[CH:7]=[C:6]([S:8][CH3:9])[CH:5]=[CH:4][C:3]=1[NH:10][C:11]1[C:12]([C:19]([NH:21][O:22][CH2:23][CH2:24][OH:25])=[O:20])=[N:13][N:14]([CH3:18])[C:15](=[O:17])[CH:16]=1. The yield is 0.220.